From a dataset of Forward reaction prediction with 1.9M reactions from USPTO patents (1976-2016). Predict the product of the given reaction. The product is: [CH3:7][O:8][CH2:9][O:10][C:11]1[CH:12]=[C:13]([CH2:14][NH2:15])[CH:16]=[CH:17][C:18]=1[O:19][CH2:20][O:21][CH3:22]. Given the reactants [H-].[Al+3].[Li+].[H-].[H-].[H-].[CH3:7][O:8][CH2:9][O:10][C:11]1[CH:12]=[C:13]([CH:16]=[CH:17][C:18]=1[O:19][CH2:20][O:21][CH3:22])[C:14]#[N:15].O.[OH-].[Na+], predict the reaction product.